Dataset: Forward reaction prediction with 1.9M reactions from USPTO patents (1976-2016). Task: Predict the product of the given reaction. (1) The product is: [Cl:1][C:2]1[CH:3]=[C:4]([C:12]2[S:16][C:15]([C:17]3[CH:34]=[CH:33][C:20]4[CH2:21][CH2:22][NH:23][CH2:24][CH2:25][C:19]=4[CH:18]=3)=[N:14][CH:13]=2)[CH:5]=[CH:6][C:7]=1[O:8][CH:9]([CH3:11])[CH3:10]. Given the reactants [Cl:1][C:2]1[CH:3]=[C:4]([C:12]2[S:16][C:15]([C:17]3[CH:34]=[CH:33][C:20]4[CH2:21][CH2:22][N:23](C(OC(C)(C)C)=O)[CH2:24][CH2:25][C:19]=4[CH:18]=3)=[N:14][CH:13]=2)[CH:5]=[CH:6][C:7]=1[O:8][CH:9]([CH3:11])[CH3:10].FC(F)(F)C(O)=O, predict the reaction product. (2) The product is: [CH3:24][O:23][C:21](=[O:22])[CH2:20][C:19]([NH:1][C:2]1[C:7]([CH2:8][CH3:9])=[CH:6][CH:5]=[CH:4][C:3]=1[C:10](=[O:11])[C:12]1[CH:13]=[CH:14][CH:15]=[CH:16][CH:17]=1)=[O:25]. Given the reactants [NH2:1][C:2]1[C:7]([CH2:8][CH3:9])=[CH:6][CH:5]=[CH:4][C:3]=1[C:10]([C:12]1[CH:17]=[CH:16][CH:15]=[CH:14][CH:13]=1)=[O:11].Cl[C:19](=[O:25])[CH2:20][C:21]([O:23][CH3:24])=[O:22], predict the reaction product.